From a dataset of Retrosynthesis with 50K atom-mapped reactions and 10 reaction types from USPTO. Predict the reactants needed to synthesize the given product. Given the product O=S(=O)(c1cccc(N2CC[C@@H](F)C2)c1)N1CCC2=Cc3c(cnn3-c3ccc(F)cc3)C[C@]2(COCC2CC2)C1, predict the reactants needed to synthesize it. The reactants are: F[C@@H]1CCNC1.O=S(=O)(c1cccc(Br)c1)N1CCC2=Cc3c(cnn3-c3ccc(F)cc3)C[C@]2(COCC2CC2)C1.